This data is from Forward reaction prediction with 1.9M reactions from USPTO patents (1976-2016). The task is: Predict the product of the given reaction. Given the reactants Cl[C:2]1[CH:3]=[CH:4][C:5]2[N:6]([C:8]([N+:11]([O-:13])=[O:12])=[CH:9][N:10]=2)[N:7]=1.[F:14][C:15]1[CH:20]=[CH:19][C:18]([F:21])=[CH:17][C:16]=1[C@H:22]1[CH2:26][CH2:25][CH2:24][NH:23]1.C(O)CCC, predict the reaction product. The product is: [F:14][C:15]1[CH:20]=[CH:19][C:18]([F:21])=[CH:17][C:16]=1[C@H:22]1[CH2:26][CH2:25][CH2:24][N:23]1[C:2]1[CH:3]=[CH:4][C:5]2[N:6]([C:8]([N+:11]([O-:13])=[O:12])=[CH:9][N:10]=2)[N:7]=1.